This data is from Reaction yield outcomes from USPTO patents with 853,638 reactions. The task is: Predict the reaction yield, written as a fraction of the theoretical maximum amount of product (1.0 means a 100% yield; for example, 0.34 means a 34% yield). The reactants are C(O[CH:5]1[CH2:10][CH2:9][N:8]([C:11]2[CH:16]=[CH:15][C:14]([B:17]3[O:21][C:20]([CH3:23])([CH3:22])[C:19]([CH3:25])([CH3:24])[O:18]3)=[CH:13][CH:12]=2)[CH2:7][CH2:6]1)(=O)C.BrC1C=C[C:30]([N:33]2CCC(N(C)C)C[CH2:34]2)=CC=1. No catalyst specified. The product is [CH3:30][N:33]([CH3:34])[CH:5]1[CH2:10][CH2:9][N:8]([C:11]2[CH:16]=[CH:15][C:14]([B:17]3[O:21][C:20]([CH3:23])([CH3:22])[C:19]([CH3:25])([CH3:24])[O:18]3)=[CH:13][CH:12]=2)[CH2:7][CH2:6]1. The yield is 0.230.